Dataset: CYP2C19 inhibition data for predicting drug metabolism from PubChem BioAssay. Task: Regression/Classification. Given a drug SMILES string, predict its absorption, distribution, metabolism, or excretion properties. Task type varies by dataset: regression for continuous measurements (e.g., permeability, clearance, half-life) or binary classification for categorical outcomes (e.g., BBB penetration, CYP inhibition). Dataset: cyp2c19_veith. The molecule is CNC(=O)[C@@H]1O[C@@H](n2cnc3c(N)ncnc32)[C@@H](O)[C@H]1O. The result is 0 (non-inhibitor).